From a dataset of Full USPTO retrosynthesis dataset with 1.9M reactions from patents (1976-2016). Predict the reactants needed to synthesize the given product. (1) The reactants are: [C:1]([C:6]1[C:14]2[C:9](=[CH:10][C:11]([O:15][CH3:16])=[CH:12][CH:13]=2)[N:8]([CH2:17][C:18]([O:20]CC)=[O:19])[N:7]=1)(=[O:5])[CH:2]([CH3:4])[CH3:3].O.[OH-].[Na+]. Given the product [C:1]([C:6]1[C:14]2[C:9](=[CH:10][C:11]([O:15][CH3:16])=[CH:12][CH:13]=2)[N:8]([CH2:17][C:18]([OH:20])=[O:19])[N:7]=1)(=[O:5])[CH:2]([CH3:4])[CH3:3], predict the reactants needed to synthesize it. (2) The reactants are: Br[C:2]1[CH:3]=[C:4]([NH2:11])[CH:5]=[C:6]([N+:8]([O-:10])=[O:9])[CH:7]=1.[C:12]1(B(O)O)[CH:17]=[CH:16][CH:15]=[CH:14][CH:13]=1.C(=O)([O-])[O-].[K+].[K+].Cl. Given the product [N+:8]([C:6]1[CH:5]=[C:4]([NH2:11])[CH:3]=[C:2]([C:12]2[CH:17]=[CH:16][CH:15]=[CH:14][CH:13]=2)[CH:7]=1)([O-:10])=[O:9], predict the reactants needed to synthesize it. (3) Given the product [OH:8][C:9]1[C:10](=[O:26])[CH:11]=[C:12]([CH2:16][C:17]([F:18])([F:19])[F:20])[N:13]([CH3:15])[CH:14]=1, predict the reactants needed to synthesize it. The reactants are: C([O:8][C:9]1[C:10](=[O:26])[CH:11]=[C:12]([CH:16](OS(C)(=O)=O)[C:17]([F:20])([F:19])[F:18])[N:13]([CH3:15])[CH:14]=1)C1C=CC=CC=1.C(O)C.